Dataset: Full USPTO retrosynthesis dataset with 1.9M reactions from patents (1976-2016). Task: Predict the reactants needed to synthesize the given product. (1) Given the product [F:35][C:34]([F:37])([F:36])[S:31]([O:22][C:19]1[C:18]2[N:17]=[CH:16][CH:15]=[CH:14][C:13]=2[C:12]([CH3:23])([CH3:11])[CH2:21][CH:20]=1)(=[O:33])=[O:32], predict the reactants needed to synthesize it. The reactants are: C[Si]([N-][Si](C)(C)C)(C)C.[K+].[CH3:11][C:12]1([CH3:23])[CH2:21][CH2:20][C:19](=[O:22])[C:18]2[N:17]=[CH:16][CH:15]=[CH:14][C:13]1=2.C1C=CC(N([S:31]([C:34]([F:37])([F:36])[F:35])(=[O:33])=[O:32])[S:31]([C:34]([F:37])([F:36])[F:35])(=[O:33])=[O:32])=CC=1. (2) The reactants are: [CH3:1][CH:2]([N:10]1[CH:14]=[C:13]([C:15]2[C:16]3[CH:23]=[CH:22][N:21](COCC[Si](C)(C)C)[C:17]=3[N:18]=[CH:19][N:20]=2)[CH:12]=[N:11]1)[CH2:3][N:4]1[CH2:9][CH2:8][NH:7][CH2:6][CH2:5]1.[C:32]([C:34]1[CH:39]=[CH:38][CH:37]=[CH:36][C:35]=1[S:40](Cl)(=[O:42])=[O:41])#[N:33]. Given the product [N:18]1[C:17]2[NH:21][CH:22]=[CH:23][C:16]=2[C:15]([C:13]2[CH:12]=[N:11][N:10]([CH:2]([CH3:1])[CH2:3][N:4]3[CH2:5][CH2:6][N:7]([S:40]([C:35]4[CH:36]=[CH:37][CH:38]=[CH:39][C:34]=4[C:32]#[N:33])(=[O:42])=[O:41])[CH2:8][CH2:9]3)[CH:14]=2)=[N:20][CH:19]=1, predict the reactants needed to synthesize it. (3) Given the product [F:1][C:2]1[CH:7]=[C:6]([S:8]([CH3:11])(=[O:9])=[O:10])[CH:5]=[CH:4][C:3]=1[C:12]1[NH:16][C:15]2[CH:17]=[CH:18][C:19]([C:36]3[CH2:41][CH2:40][N:39]([C:42]([O:44][C:45]([CH3:48])([CH3:47])[CH3:46])=[O:43])[CH2:38][CH:37]=3)=[CH:20][C:14]=2[N:13]=1, predict the reactants needed to synthesize it. The reactants are: [F:1][C:2]1[CH:7]=[C:6]([S:8]([CH3:11])(=[O:10])=[O:9])[CH:5]=[CH:4][C:3]=1[C:12]1[NH:16][C:15]2[CH:17]=[CH:18][C:19](B3OC(C)(C)C(C)(C)O3)=[CH:20][C:14]=2[N:13]=1.FC(F)(F)S(O[C:36]1[CH2:41][CH2:40][N:39]([C:42]([O:44][C:45]([CH3:48])([CH3:47])[CH3:46])=[O:43])[CH2:38][CH:37]=1)(=O)=O.C(=O)([O-])[O-].[Na+].[Na+].C(Cl)Cl. (4) The reactants are: [F:1][CH:2]([F:15])[O:3][C:4]1[CH:5]=[CH:6][C:7]([NH:13][NH2:14])=[C:8]([N+:10]([O-:12])=[O:11])[CH:9]=1.[C:16](OC(=O)C)(=[O:18])[CH3:17].N1C=CC=CC=1. Given the product [C:16]([NH:14][NH:13][C:7]1[CH:6]=[CH:5][C:4]([O:3][CH:2]([F:15])[F:1])=[CH:9][C:8]=1[N+:10]([O-:12])=[O:11])(=[O:18])[CH3:17], predict the reactants needed to synthesize it. (5) Given the product [CH2:32]([N:34]([CH2:37][CH3:38])[CH2:35][CH2:36][N:20]1[C:19](=[O:24])/[C:18](=[CH:17]/[C:13]2[CH:12]=[C:11]3[C:16](=[CH:15][CH:14]=2)[N:8]([CH2:7][C:6]2[CH:25]=[CH:26][C:3]([O:2][CH3:1])=[CH:4][C:5]=2[C:27]([F:30])([F:29])[F:28])[N:9]=[CH:10]3)/[S:22][C:21]1=[O:23])[CH3:33], predict the reactants needed to synthesize it. The reactants are: [CH3:1][O:2][C:3]1[CH:26]=[CH:25][C:6]([CH2:7][N:8]2[C:16]3[C:11](=[CH:12][C:13](/[CH:17]=[C:18]4/[C:19](=[O:24])[NH:20][C:21](=[O:23])[S:22]/4)=[CH:14][CH:15]=3)[CH:10]=[N:9]2)=[C:5]([C:27]([F:30])([F:29])[F:28])[CH:4]=1.Cl.[CH2:32]([N:34]([CH2:37][CH2:38]Cl)[CH2:35][CH3:36])[CH3:33]. (6) The reactants are: [C:1]([O:5][C:6](=[O:15])[NH:7][C@H:8]([C:12](=O)[NH2:13])[CH2:9][C:10]#[CH:11])([CH3:4])([CH3:3])[CH3:2].COC1C=CC(P2(SP(C3C=CC(OC)=CC=3)(=S)S2)=[S:25])=CC=1. Given the product [NH2:13][C:12](=[S:25])[C@@H:8]([NH:7][C:6](=[O:15])[O:5][C:1]([CH3:4])([CH3:3])[CH3:2])[CH2:9][C:10]#[CH:11], predict the reactants needed to synthesize it. (7) Given the product [CH2:21]([C@H:8]([NH:7][C:6]([C@@H:61]([NH:60][C:58]([C@@H:57]([NH:56][C:54]([CH:46]1[CH2:45][C:53]2[C:48](=[CH:49][CH:50]=[CH:51][CH:52]=2)[CH2:47]1)=[O:55])[CH2:74][O:75][CH3:76])=[O:59])[CH2:65][C:66]1[CH:71]=[CH:70][C:69]([O:72][CH3:73])=[CH:68][CH:67]=1)=[O:28])[CH:9]([C:11](=[O:20])[NH:12][CH2:13][C:14]1[CH:15]=[CH:16][CH:17]=[CH:18][CH:19]=1)[OH:10])[C:22]1[CH:23]=[CH:24][CH:25]=[CH:26][CH:27]=1, predict the reactants needed to synthesize it. The reactants are: C(O[C:6](=[O:28])[NH:7][C@@H:8]([CH2:21][C:22]1[CH:27]=[CH:26][CH:25]=[CH:24][CH:23]=1)[CH:9]([C:11](=[O:20])[NH:12][CH2:13][C:14]1[CH:19]=[CH:18][CH:17]=[CH:16][CH:15]=1)[OH:10])(C)(C)C.FC(F)(F)C(O)=O.C(N(CC)C(C)C)(C)C.[CH2:45]1[C:53]2[C:48](=[CH:49][CH:50]=[CH:51][CH:52]=2)[CH2:47][CH:46]1[C:54]([NH:56][C@@H:57]([CH2:74][O:75][CH3:76])[C:58]([NH:60][C@@H:61]([CH2:65][C:66]1[CH:71]=[CH:70][C:69]([O:72][CH3:73])=[CH:68][CH:67]=1)C(O)=O)=[O:59])=[O:55].CN(C(ON1N=NC2C=CC=NC1=2)=[N+](C)C)C.F[P-](F)(F)(F)(F)F. (8) Given the product [CH:34]([NH:37][CH2:2][CH2:3][O:4][C:5]1[CH:6]=[CH:7][C:8]([C:19]2[NH:28][C:27](=[O:29])[C:26]3[C:21](=[CH:22][C:23]([O:32][CH3:33])=[CH:24][C:25]=3[O:30][CH3:31])[N:20]=2)=[N:9][C:10]=1[C:11]1[CH:16]=[CH:15][CH:14]=[C:13]([S:17][CH3:18])[CH:12]=1)([CH3:36])[CH3:35], predict the reactants needed to synthesize it. The reactants are: Br[CH2:2][CH2:3][O:4][C:5]1[CH:6]=[CH:7][C:8]([C:19]2[NH:28][C:27](=[O:29])[C:26]3[C:21](=[CH:22][C:23]([O:32][CH3:33])=[CH:24][C:25]=3[O:30][CH3:31])[N:20]=2)=[N:9][C:10]=1[C:11]1[CH:16]=[CH:15][CH:14]=[C:13]([S:17][CH3:18])[CH:12]=1.[CH:34]([NH2:37])([CH3:36])[CH3:35].